From a dataset of Full USPTO retrosynthesis dataset with 1.9M reactions from patents (1976-2016). Predict the reactants needed to synthesize the given product. Given the product [Li+:1].[CH3:2][CH:3]([N-:5][CH:6]([CH3:8])[CH3:7])[CH3:4].[F:15][C:16]([F:23])([F:22])[C:17]([C:12]1[S:11][C:10]([SH:9])=[N:14][CH:13]=1)=[O:18], predict the reactants needed to synthesize it. The reactants are: [Li+:1].[CH3:2][CH:3]([N-:5][CH:6]([CH3:8])[CH3:7])[CH3:4].[SH:9][C:10]1[S:11][CH:12]=[CH:13][N:14]=1.[F:15][C:16]([F:23])([F:22])[C:17](OCC)=[O:18].